Dataset: Full USPTO retrosynthesis dataset with 1.9M reactions from patents (1976-2016). Task: Predict the reactants needed to synthesize the given product. (1) Given the product [N:9]([CH2:22][NH:21][C:19](=[O:20])[O:18][C:14]([CH3:15])([CH3:16])[CH3:17])=[C:5]=[O:4].[C:5]1([CH3:6])[CH:13]=[CH:12][CH:16]=[CH:14][CH:15]=1, predict the reactants needed to synthesize it. The reactants are: ClC([O:4][CH2:5][CH3:6])=O.C([N:9]([CH2:12][CH3:13])CC)C.[C:14]([O:18][C:19]([NH:21][CH2:22]C(O)=O)=[O:20])([CH3:17])([CH3:16])[CH3:15].[N-]=[N+]=[N-].[Na+]. (2) Given the product [C:1]([O:4][C@@H:5]1[C@@H:12]([O:13][CH2:14][C:15]2[CH:20]=[CH:19][CH:18]=[CH:17][CH:16]=2)[C@H:11]([O:21][CH2:22][C:23]2[CH:24]=[CH:25][CH:26]=[CH:27][CH:28]=2)[C@@H:10]([CH2:29][OH:30])[O:9][C@H:6]1[O:7][CH3:8])(=[O:3])[CH3:2], predict the reactants needed to synthesize it. The reactants are: [C:1]([O:4][C@@H:5]1[C@@H:12]([O:13][CH2:14][C:15]2[CH:20]=[CH:19][CH:18]=[CH:17][CH:16]=2)[C@H:11]([O:21][CH2:22][C:23]2[CH:28]=[CH:27][CH:26]=[CH:25][CH:24]=2)[C@@H:10]([CH2:29][O:30]CC2C=CC(Cl)=CC=2)[O:9][C@@H:6]1[O:7][CH3:8])(=[O:3])[CH3:2].N1CCOCC1.[O-]P([O-])([O-])=O.[K+].[K+].[K+].Cl[Sn](Cl)(Cl)Cl. (3) Given the product [F:6][C:7]1[C:15]([N+:17]([O-:19])=[O:18])=[CH:14][CH:13]=[C:12]([F:16])[C:8]=1[C:9]([OH:11])=[O:10], predict the reactants needed to synthesize it. The reactants are: S(=O)(=O)(O)O.[F:6][C:7]1[CH:15]=[CH:14][CH:13]=[C:12]([F:16])[C:8]=1[C:9]([OH:11])=[O:10].[N+:17]([O-])([O-:19])=[O:18].[K+]. (4) Given the product [CH3:1][C:2]1[CH:7]=[C:6]([N+:8]([O-:10])=[O:9])[CH:5]=[CH:4][C:3]=1[N:11]=[C:12]1[S:16][CH2:15][C:14]2([CH2:17][CH2:18][CH2:19][CH2:20]2)[N:13]1[CH:21]1[CH2:26][CH2:25][CH2:24][CH2:23][CH2:22]1, predict the reactants needed to synthesize it. The reactants are: [CH3:1][C:2]1[CH:7]=[C:6]([N+:8]([O-:10])=[O:9])[CH:5]=[CH:4][C:3]=1[N:11]=[C:12]1[S:16][CH2:15][C:14]2([CH2:20][CH2:19][CH2:18][CH2:17]2)[NH:13]1.[CH:21]1(Br)[CH2:26][CH2:25][CH2:24][CH2:23][CH2:22]1. (5) Given the product [NH2:60][C@H:40]([CH2:41][C@H:42]([NH:59][C:9]([C:6]1[O:7][CH:8]=[C:4]([CH:1]([CH3:2])[CH3:3])[N:5]=1)=[O:11])[CH2:43][C:44]1[CH:49]=[CH:48][C:47]([C:50]2[CH:55]=[C:54]([Cl:56])[CH:53]=[CH:52][C:51]=2[F:57])=[CH:46][C:45]=1[Cl:58])[C:39]([OH:63])=[O:38], predict the reactants needed to synthesize it. The reactants are: [CH:1]([C:4]1[N:5]=[C:6]([C:9]([OH:11])=O)[O:7][CH:8]=1)([CH3:3])[CH3:2].CN(C(ON1N=NC2C=CC=NC1=2)=[N+](C)C)C.F[P-](F)(F)(F)(F)F.C([O:38][C:39](=[O:63])[C@H:40]([N:60]=[N+]=[N-])[CH2:41][C@H:42]([NH2:59])[CH2:43][C:44]1[CH:49]=[CH:48][C:47]([C:50]2[CH:55]=[C:54]([Cl:56])[CH:53]=[CH:52][C:51]=2[F:57])=[CH:46][C:45]=1[Cl:58])C.CCN(C(C)C)C(C)C. (6) Given the product [O:23]1[C:27]2[CH:28]=[CH:29][C:30]([CH:32]3[CH2:37][CH2:36][CH:35]([N:1]4[CH2:2][CH:3]([NH:5][C:6](=[O:22])[CH2:7][NH:8][C:9]5[C:17]6[C:12](=[CH:13][CH:14]=[C:15]([C:18]([F:20])([F:19])[F:21])[CH:16]=6)[NH:11][N:10]=5)[CH2:4]4)[CH2:34][CH2:33]3)=[CH:31][C:26]=2[O:25][CH2:24]1, predict the reactants needed to synthesize it. The reactants are: [NH:1]1[CH2:4][CH:3]([NH:5][C:6](=[O:22])[CH2:7][NH:8][C:9]2[C:17]3[C:12](=[CH:13][CH:14]=[C:15]([C:18]([F:21])([F:20])[F:19])[CH:16]=3)[NH:11][N:10]=2)[CH2:2]1.[O:23]1[C:27]2[CH:28]=[CH:29][C:30]([CH:32]3[CH2:37][CH2:36][C:35](=O)[CH2:34][CH2:33]3)=[CH:31][C:26]=2[O:25][CH2:24]1. (7) Given the product [NH2:20][C:19]1[C:14]2[CH2:13][O:12][CH:11]([C:9]3[N:8]=[CH:7][N:6]([S:3]([N:2]([CH3:23])[CH3:1])(=[O:4])=[O:5])[CH:10]=3)[C:15]=2[CH:16]=[CH:17][CH:18]=1, predict the reactants needed to synthesize it. The reactants are: [CH3:1][N:2]([CH3:23])[S:3]([N:6]1[CH:10]=[C:9]([CH:11]2[C:15]3[CH:16]=[CH:17][CH:18]=[C:19]([N+:20]([O-])=O)[C:14]=3[CH2:13][O:12]2)[N:8]=[CH:7]1)(=[O:5])=[O:4]. (8) Given the product [CH3:20][S:17]([C:13]1[CH:12]=[C:11]([CH:16]=[CH:15][CH:14]=1)[O:10][C:7]1[CH:8]=[CH:9][C:4]([C:3]([OH:21])=[O:2])=[CH:5][CH:6]=1)(=[O:18])=[O:19], predict the reactants needed to synthesize it. The reactants are: C[O:2][C:3](=[O:21])[C:4]1[CH:9]=[CH:8][C:7]([O:10][C:11]2[CH:16]=[CH:15][CH:14]=[C:13]([S:17]([CH3:20])(=[O:19])=[O:18])[CH:12]=2)=[CH:6][CH:5]=1.[OH-].[Na+]. (9) The reactants are: [CH:1]([C:3]1[C:12](=[O:13])[C:11]2[C:6](=[CH:7][CH:8]=[CH:9][CH:10]=2)[O:5][CH:4]=1)=O.[CH2:14]([O:16][C:17]([C:19]#[C:20][C:21]([O:23][CH2:24][CH3:25])=[O:22])=[O:18])[CH3:15].C1(P(C2C=CC=CC=2)C2C=CC=CC=2)C=CC=CC=1.[CH3:45][O:46][C:47]1[CH:58]=[C:57]2[C:50]([NH:51][CH:52]=[C:53]2[CH2:54][CH2:55][NH2:56])=[CH:49][CH:48]=1. Given the product [CH2:24]([O:23][C:21]([C:20]1[C:19]2([C:17]([O:16][CH2:14][CH3:15])=[O:18])[N:56]([CH2:55][CH2:54][C:53]3[C:57]4[C:50](=[CH:49][CH:48]=[C:47]([O:46][CH3:45])[CH:58]=4)[NH:51][C:52]=32)[CH:4]=[C:3]([C:12](=[O:13])[C:11]2[CH:10]=[CH:9][CH:8]=[CH:7][C:6]=2[OH:5])[CH:1]=1)=[O:22])[CH3:25], predict the reactants needed to synthesize it.